Dataset: Reaction yield outcomes from USPTO patents with 853,638 reactions. Task: Predict the reaction yield, written as a fraction of the theoretical maximum amount of product (1.0 means a 100% yield; for example, 0.34 means a 34% yield). (1) The reactants are [F:1][C:2]1[C:11]2[NH:10][C:9](=[O:12])[C:8]3[S:13][CH:14]=[CH:15][C:7]=3[C:6]=2[CH:5]=[C:4]([O:16][CH3:17])[CH:3]=1.[Br:18]N1C(=O)CCC1=O. No catalyst specified. The product is [Br:18][C:5]1[C:6]2[C:7]3[CH:15]=[CH:14][S:13][C:8]=3[C:9](=[O:12])[NH:10][C:11]=2[C:2]([F:1])=[CH:3][C:4]=1[O:16][CH3:17]. The yield is 0.610. (2) The reactants are [Cl:1][C:2]1[CH:11]=[C:10]2[C:5]([C:6]([C:28]3[CH:33]=[CH:32][CH:31]=[CH:30][CH:29]=3)=[C:7]([CH2:13][C:14]([NH:16][C:17]3[CH:22]=[CH:21][C:20]([Cl:23])=[CH:19][C:18]=3[C:24]([F:27])([F:26])[F:25])=[O:15])[C:8](=[O:12])[O:9]2)=[CH:4][C:3]=1[OH:34].[CH2:35]([O:37][CH2:38][CH2:39]Cl)[CH3:36].[C:41](=O)([O-])[O-].[K+].[K+].[I-].[Na+]. The catalyst is CN(C=O)C.O. The product is [Cl:1][C:2]1[CH:11]=[C:10]2[C:5]([C:6]([C:28]3[CH:33]=[CH:32][CH:31]=[CH:30][CH:29]=3)=[C:7]([CH2:13][C:14]([NH:16][C:17]3[CH:22]=[CH:21][C:20]([Cl:23])=[CH:19][C:18]=3[C:24]([F:25])([F:27])[F:26])=[O:15])[C:8](=[O:12])[O:9]2)=[CH:4][C:3]=1[O:34][CH2:36][CH2:35][O:37][CH2:38][CH2:39][CH3:41]. The yield is 0.430. (3) The product is [CH:44]([N:47]([CH:51]([CH3:53])[CH3:52])[CH2:48][CH2:49][NH:50][C:36]([NH:20][C:19]1[CH:21]=[CH:22][C:16]([O:15][C:6]2[C:5]3[C:10](=[CH:11][C:12]([O:13][CH3:14])=[C:3]([O:2][CH3:1])[CH:4]=3)[N:9]=[CH:8][CH:7]=2)=[CH:17][C:18]=1[O:23][CH3:24])=[O:42])([CH3:46])[CH3:45]. The yield is 0.520. The catalyst is C(Cl)(Cl)Cl.O. The reactants are [CH3:1][O:2][C:3]1[CH:4]=[C:5]2[C:10](=[CH:11][C:12]=1[O:13][CH3:14])[N:9]=[CH:8][CH:7]=[C:6]2[O:15][C:16]1[CH:22]=[CH:21][C:19]([NH2:20])=[C:18]([O:23][CH3:24])[CH:17]=1.C(N(CC)CC)C.ClC(Cl)(O[C:36](=[O:42])OC(Cl)(Cl)Cl)Cl.[CH:44]([N:47]([CH:51]([CH3:53])[CH3:52])[CH2:48][CH2:49][NH2:50])([CH3:46])[CH3:45]. (4) The reactants are [CH3:1][N:2]1[CH2:7][CH2:6][N:5]([C:8]2[CH:9]=[CH:10][C:11]([N+:19]([O-])=O)=[C:12]([NH:14][S:15]([CH3:18])(=[O:17])=[O:16])[CH:13]=2)[CH2:4][CH2:3]1.O.NN.[C:25]1([CH3:35])[CH:30]=[CH:29][C:28]([S:31]([Cl:34])(=[O:33])=[O:32])=[CH:27][CH:26]=1.C(Cl)Cl.CO. The catalyst is C1COCC1.[Ni]. The product is [ClH:34].[CH3:35][C:25]1[CH:30]=[CH:29][C:28]([S:31]([NH:19][C:11]2[CH:10]=[CH:9][C:8]([N:5]3[CH2:6][CH2:7][N:2]([CH3:1])[CH2:3][CH2:4]3)=[CH:13][C:12]=2[NH:14][S:15]([CH3:18])(=[O:17])=[O:16])(=[O:33])=[O:32])=[CH:27][CH:26]=1. The yield is 0.280. (5) The reactants are [H-].[Na+].[Cl:3][C:4]1[C:12]2[NH:11][C:10]3[CH2:13][CH2:14][N:15]([C:18]([O:20][C:21]([CH3:24])([CH3:23])[CH3:22])=[O:19])[CH2:16][CH2:17][C:9]=3[C:8]=2[C:7]([Cl:25])=[CH:6][CH:5]=1.Br[CH2:27][CH2:28][O:29][C:30]1[CH:35]=[CH:34][CH:33]=[CH:32][CH:31]=1. The catalyst is CN(C=O)C. The product is [Cl:3][C:4]1[C:12]2[N:11]([CH2:27][CH2:28][O:29][C:30]3[CH:35]=[CH:34][CH:33]=[CH:32][CH:31]=3)[C:10]3[CH2:13][CH2:14][N:15]([C:18]([O:20][C:21]([CH3:22])([CH3:24])[CH3:23])=[O:19])[CH2:16][CH2:17][C:9]=3[C:8]=2[C:7]([Cl:25])=[CH:6][CH:5]=1. The yield is 0.790. (6) The reactants are CS([O:5][CH2:6][C:7]1[CH:12]=[C:11]([C:13]([O:15][CH2:16][CH3:17])=[CH2:14])[N:10]=[C:9]([Cl:18])[N:8]=1)(=O)=O.[F:19][C:20]1([F:26])[CH2:23][CH:22]([CH2:24]O)[CH2:21]1.[OH-].[Na+]. The catalyst is C1C=CC=CC=1.S([O-])(O)(=O)=O.C([N+](CCCC)(CCCC)CCCC)CCC. The product is [Cl:18][C:9]1[N:8]=[C:7]([CH2:6][O:5][CH2:24][CH:22]2[CH2:23][C:20]([F:26])([F:19])[CH2:21]2)[CH:12]=[C:11]([C:13]([O:15][CH2:16][CH3:17])=[CH2:14])[N:10]=1. The yield is 0.200.